Task: Regression. Given two drug SMILES strings and cell line genomic features, predict the synergy score measuring deviation from expected non-interaction effect.. Dataset: NCI-60 drug combinations with 297,098 pairs across 59 cell lines (1) Drug 1: COC1=C2C(=CC3=C1OC=C3)C=CC(=O)O2. Drug 2: C1CN(P(=O)(OC1)NCCCl)CCCl. Cell line: SK-MEL-2. Synergy scores: CSS=-1.56, Synergy_ZIP=9.56, Synergy_Bliss=15.3, Synergy_Loewe=4.79, Synergy_HSA=5.96. (2) Drug 1: C1=NC2=C(N=C(N=C2N1C3C(C(C(O3)CO)O)F)Cl)N. Drug 2: CCN(CC)CCCC(C)NC1=C2C=C(C=CC2=NC3=C1C=CC(=C3)Cl)OC. Cell line: MDA-MB-231. Synergy scores: CSS=12.4, Synergy_ZIP=-2.25, Synergy_Bliss=6.03, Synergy_Loewe=3.62, Synergy_HSA=4.30. (3) Drug 1: CC1=C2C(C(=O)C3(C(CC4C(C3C(C(C2(C)C)(CC1OC(=O)C(C(C5=CC=CC=C5)NC(=O)OC(C)(C)C)O)O)OC(=O)C6=CC=CC=C6)(CO4)OC(=O)C)OC)C)OC. Drug 2: C(CN)CNCCSP(=O)(O)O. Cell line: HOP-92. Synergy scores: CSS=21.8, Synergy_ZIP=-6.62, Synergy_Bliss=-2.98, Synergy_Loewe=-32.7, Synergy_HSA=-4.10. (4) Drug 1: CCCCCOC(=O)NC1=NC(=O)N(C=C1F)C2C(C(C(O2)C)O)O. Drug 2: CC(C)CN1C=NC2=C1C3=CC=CC=C3N=C2N. Cell line: OVCAR-8. Synergy scores: CSS=-1.21, Synergy_ZIP=0.373, Synergy_Bliss=0.652, Synergy_Loewe=-2.32, Synergy_HSA=-0.739. (5) Drug 1: C1=CC(=CC=C1CC(C(=O)O)N)N(CCCl)CCCl.Cl. Drug 2: B(C(CC(C)C)NC(=O)C(CC1=CC=CC=C1)NC(=O)C2=NC=CN=C2)(O)O. Cell line: HOP-62. Synergy scores: CSS=16.9, Synergy_ZIP=-2.62, Synergy_Bliss=4.93, Synergy_Loewe=0.693, Synergy_HSA=0.608. (6) Cell line: SK-MEL-2. Drug 2: C1CN(CCN1C(=O)CCBr)C(=O)CCBr. Drug 1: CC(C)(C#N)C1=CC(=CC(=C1)CN2C=NC=N2)C(C)(C)C#N. Synergy scores: CSS=16.1, Synergy_ZIP=-2.56, Synergy_Bliss=5.66, Synergy_Loewe=3.58, Synergy_HSA=1.39. (7) Drug 1: CC1=CC=C(C=C1)C2=CC(=NN2C3=CC=C(C=C3)S(=O)(=O)N)C(F)(F)F. Drug 2: C1CN(P(=O)(OC1)NCCCl)CCCl. Cell line: UO-31. Synergy scores: CSS=-2.19, Synergy_ZIP=1.13, Synergy_Bliss=1.66, Synergy_Loewe=-0.284, Synergy_HSA=-0.690.